From a dataset of NCI-60 drug combinations with 297,098 pairs across 59 cell lines. Regression. Given two drug SMILES strings and cell line genomic features, predict the synergy score measuring deviation from expected non-interaction effect. (1) Drug 1: CS(=O)(=O)CCNCC1=CC=C(O1)C2=CC3=C(C=C2)N=CN=C3NC4=CC(=C(C=C4)OCC5=CC(=CC=C5)F)Cl. Drug 2: CC1C(C(CC(O1)OC2CC(OC(C2O)C)OC3=CC4=CC5=C(C(=O)C(C(C5)C(C(=O)C(C(C)O)O)OC)OC6CC(C(C(O6)C)O)OC7CC(C(C(O7)C)O)OC8CC(C(C(O8)C)O)(C)O)C(=C4C(=C3C)O)O)O)O. Cell line: MDA-MB-231. Synergy scores: CSS=47.5, Synergy_ZIP=0.355, Synergy_Bliss=-2.37, Synergy_Loewe=-8.24, Synergy_HSA=-2.26. (2) Drug 1: CCC1=C2CN3C(=CC4=C(C3=O)COC(=O)C4(CC)O)C2=NC5=C1C=C(C=C5)O. Drug 2: C1=NNC2=C1C(=O)NC=N2. Cell line: CAKI-1. Synergy scores: CSS=28.8, Synergy_ZIP=1.98, Synergy_Bliss=8.82, Synergy_Loewe=-24.8, Synergy_HSA=2.82. (3) Drug 1: C1=NC2=C(N1)C(=S)N=CN2. Drug 2: C1C(C(OC1N2C=NC(=NC2=O)N)CO)O. Cell line: MDA-MB-231. Synergy scores: CSS=26.9, Synergy_ZIP=-2.58, Synergy_Bliss=-0.493, Synergy_Loewe=-0.977, Synergy_HSA=0.411. (4) Drug 1: CC12CCC3C(C1CCC2=O)CC(=C)C4=CC(=O)C=CC34C. Synergy scores: CSS=37.5, Synergy_ZIP=-1.92, Synergy_Bliss=-2.63, Synergy_Loewe=-1.56, Synergy_HSA=-1.52. Drug 2: C1=CC(=CC=C1C#N)C(C2=CC=C(C=C2)C#N)N3C=NC=N3. Cell line: RXF 393. (5) Drug 1: C1=NC2=C(N=C(N=C2N1C3C(C(C(O3)CO)O)F)Cl)N. Drug 2: CC1CCCC2(C(O2)CC(NC(=O)CC(C(C(=O)C(C1O)C)(C)C)O)C(=CC3=CSC(=N3)C)C)C. Cell line: TK-10. Synergy scores: CSS=35.8, Synergy_ZIP=-4.52, Synergy_Bliss=-4.71, Synergy_Loewe=-4.94, Synergy_HSA=-2.83. (6) Drug 1: CCC1=C2CN3C(=CC4=C(C3=O)COC(=O)C4(CC)O)C2=NC5=C1C=C(C=C5)O. Drug 2: CC1C(C(CC(O1)OC2CC(OC(C2O)C)OC3=CC4=CC5=C(C(=O)C(C(C5)C(C(=O)C(C(C)O)O)OC)OC6CC(C(C(O6)C)O)OC7CC(C(C(O7)C)O)OC8CC(C(C(O8)C)O)(C)O)C(=C4C(=C3C)O)O)O)O. Cell line: UO-31. Synergy scores: CSS=46.3, Synergy_ZIP=-4.17, Synergy_Bliss=0.965, Synergy_Loewe=-5.48, Synergy_HSA=1.74.